Dataset: Reaction yield outcomes from USPTO patents with 853,638 reactions. Task: Predict the reaction yield, written as a fraction of the theoretical maximum amount of product (1.0 means a 100% yield; for example, 0.34 means a 34% yield). (1) The reactants are C(N(CC)CC)C.[CH2:8]([NH2:13])[CH2:9][CH2:10][C:11]#[CH:12].Cl[CH2:15][C:16]([N:18]1[CH2:37][CH2:36][C:21]2[N:22]=[C:23]([NH:26][CH:27]3[CH2:35][C:34]4[C:29](=[CH:30][CH:31]=[CH:32][CH:33]=4)[CH2:28]3)[N:24]=[CH:25][C:20]=2[CH2:19]1)=[O:17]. The catalyst is O1CCCC1. The product is [CH2:28]1[C:29]2[C:34](=[CH:33][CH:32]=[CH:31][CH:30]=2)[CH2:35][CH:27]1[NH:26][C:23]1[N:24]=[CH:25][C:20]2[CH2:19][N:18]([C:16](=[O:17])[CH2:15][NH:13][CH2:8][CH2:9][CH2:10][C:11]#[CH:12])[CH2:37][CH2:36][C:21]=2[N:22]=1. The yield is 1.00. (2) The yield is 0.400. The catalyst is ClCCl.C([O-])(=O)C.[Cu+2].C([O-])(=O)C. The reactants are [F:1][C:2]([F:40])([F:39])[C:3]1[CH:4]=[C:5]([CH:32]=[C:33]([C:35]([F:38])([F:37])[F:36])[CH:34]=1)[CH2:6][NH:7][C:8]([C:10]1([CH2:28][CH:29]2[CH2:31][CH2:30]2)[CH2:15][CH2:14][N:13]([CH2:16][C:17]2[CH:26]=[C:25]3[C:20]([CH:21]=[CH:22][NH:23][C:24]3=[O:27])=[CH:19][CH:18]=2)[CH2:12][CH2:11]1)=[O:9].[CH:41]1(B(O)O)[CH2:43][CH2:42]1.C(N(CC)CC)C. The product is [F:40][C:2]([F:1])([F:39])[C:3]1[CH:4]=[C:5]([CH:32]=[C:33]([C:35]([F:36])([F:37])[F:38])[CH:34]=1)[CH2:6][NH:7][C:8]([C:10]1([CH2:28][CH:29]2[CH2:30][CH2:31]2)[CH2:11][CH2:12][N:13]([CH2:16][C:17]2[CH:26]=[C:25]3[C:20]([CH:21]=[CH:22][N:23]([CH:41]4[CH2:43][CH2:42]4)[C:24]3=[O:27])=[CH:19][CH:18]=2)[CH2:14][CH2:15]1)=[O:9]. (3) The reactants are [CH2:1]([NH:8][C:9]([C:11]1[S:15][C:14]([N:16]2[CH2:21][CH2:20][CH2:19][CH2:18][C:17]2=[O:22])=[N:13][C:12]=1[CH3:23])=[O:10])[C:2]1[CH:7]=[CH:6][CH:5]=[CH:4][CH:3]=1.Br[CH2:25][C:26]1[CH:31]=[CH:30][CH:29]=[CH:28][CH:27]=1. No catalyst specified. The product is [CH2:1]([NH:8][C:9]([C:11]1[S:15][C:14]([N:16]2[CH2:21][CH2:20][CH2:19][CH:18]([CH2:25][C:26]3[CH:31]=[CH:30][CH:29]=[CH:28][CH:27]=3)[C:17]2=[O:22])=[N:13][C:12]=1[CH3:23])=[O:10])[C:2]1[CH:7]=[CH:6][CH:5]=[CH:4][CH:3]=1. The yield is 0.260. (4) The reactants are [N+:1]([C:4]1[CH:5]=[C:6]([CH:35]=[CH:36][CH:37]=1)[CH2:7][N:8]1[C:12](=[O:13])[C:11]2([CH2:18][CH2:17][N:16]([C:19]([O:21][CH2:22][C:23]3[CH:28]=[CH:27][CH:26]=[CH:25][CH:24]=3)=[O:20])[CH2:15][CH2:14]2)[N:10]([C:29]2[CH:34]=[CH:33][CH:32]=[CH:31][CH:30]=2)[CH2:9]1)([O-])=O.[Cl-].[NH4+]. The catalyst is [Fe].C(O)C.O. The product is [NH2:1][C:4]1[CH:5]=[C:6]([CH:35]=[CH:36][CH:37]=1)[CH2:7][N:8]1[C:12](=[O:13])[C:11]2([CH2:18][CH2:17][N:16]([C:19]([O:21][CH2:22][C:23]3[CH:28]=[CH:27][CH:26]=[CH:25][CH:24]=3)=[O:20])[CH2:15][CH2:14]2)[N:10]([C:29]2[CH:30]=[CH:31][CH:32]=[CH:33][CH:34]=2)[CH2:9]1. The yield is 0.950.